The task is: Predict the product of the given reaction.. This data is from Forward reaction prediction with 1.9M reactions from USPTO patents (1976-2016). (1) Given the reactants [OH-].[NH4+:2].[CH2:3]([O:5][C:6](=[O:40])[CH2:7][CH2:8][C:9]1[N:10]([C:30]2[CH:35]=[CH:34][C:33]([C:36](=[O:38])[NH2:37])=[CH:32][C:31]=2[CH3:39])[C:11]([C:14]2[CH:19]=[CH:18][C:17]([NH:20][C:21]([O:23]C3C=CC=CC=3)=O)=[CH:16][CH:15]=2)=[CH:12][CH:13]=1)[CH3:4].CS(C)=O, predict the reaction product. The product is: [CH2:3]([O:5][C:6](=[O:40])[CH2:7][CH2:8][C:9]1[N:10]([C:30]2[CH:35]=[CH:34][C:33]([C:36](=[O:38])[NH2:37])=[CH:32][C:31]=2[CH3:39])[C:11]([C:14]2[CH:19]=[CH:18][C:17]([NH:20][C:21]([NH2:2])=[O:23])=[CH:16][CH:15]=2)=[CH:12][CH:13]=1)[CH3:4]. (2) Given the reactants Br[C:2]1[CH:7]=[CH:6][C:5]([C:8]2[N:13]=[CH:12][C:11]([CH3:14])=[CH:10][N:9]=2)=[CH:4][CH:3]=1.C(=O)([O-])[O-].[Cs+].[Cs+].[CH3:21][C@H:22]1[CH2:27][NH:26][CH2:25][CH2:24][NH:23]1.C1(C2C=CC=CC=2)C=CC=CC=1, predict the reaction product. The product is: [CH3:14][C:11]1[CH:10]=[N:9][C:8]([C:5]2[CH:6]=[CH:7][C:2]([N:26]3[CH2:25][CH2:24][NH:23][C@@H:22]([CH3:21])[CH2:27]3)=[CH:3][CH:4]=2)=[N:13][CH:12]=1. (3) Given the reactants [H-].[Na+].[CH2:3]([OH:10])[C:4]1[CH:9]=[CH:8][CH:7]=[CH:6][CH:5]=1.F[C:12]1[CH:13]=[C:14]([CH:17]=[CH:18][C:19]=1[C:20]1[O:24][C:23]([CH3:25])=[N:22][CH:21]=1)[C:15]#[N:16], predict the reaction product. The product is: [CH2:3]([O:10][C:18]1[CH:17]=[C:14]([CH:13]=[CH:12][C:19]=1[C:20]1[O:24][C:23]([CH3:25])=[N:22][CH:21]=1)[C:15]#[N:16])[C:4]1[CH:9]=[CH:8][CH:7]=[CH:6][CH:5]=1. (4) Given the reactants [CH:1]1([CH2:4][O:5][C:6]2[CH:11]=[C:10]([O:12][CH3:13])[CH:9]=[CH:8][C:7]=2[C:14]2[CH:19]=[CH:18][N:17]=[C:16]3[C:20]([C:32](O)=[O:33])=[C:21]([CH3:31])[N:22]([CH2:23][O:24][CH2:25][CH2:26][Si:27]([CH3:30])([CH3:29])[CH3:28])[C:15]=23)[CH2:3][CH2:2]1.[NH2:35][C@H:36]1[CH2:41][CH2:40][C@H:39]([NH:42][C:43](=[O:49])[O:44][C:45]([CH3:48])([CH3:47])[CH3:46])[CH2:38][CH2:37]1, predict the reaction product. The product is: [CH:1]1([CH2:4][O:5][C:6]2[CH:11]=[C:10]([O:12][CH3:13])[CH:9]=[CH:8][C:7]=2[C:14]2[CH:19]=[CH:18][N:17]=[C:16]3[C:20]([C:32]([NH:35][C@H:36]4[CH2:41][CH2:40][C@H:39]([NH:42][C:43](=[O:49])[O:44][C:45]([CH3:47])([CH3:46])[CH3:48])[CH2:38][CH2:37]4)=[O:33])=[C:21]([CH3:31])[N:22]([CH2:23][O:24][CH2:25][CH2:26][Si:27]([CH3:30])([CH3:29])[CH3:28])[C:15]=23)[CH2:2][CH2:3]1. (5) The product is: [Br:13][CH:9]([CH3:10])[C:8]([C:5]1[CH:6]=[N:7][C:2]([Cl:1])=[CH:3][C:4]=1[CH3:12])=[O:11]. Given the reactants [Cl:1][C:2]1[N:7]=[CH:6][C:5]([C:8](=[O:11])[CH2:9][CH3:10])=[C:4]([CH3:12])[CH:3]=1.[Br-:13].[Br-].[Br-].C([N+](CCCC)(CCCC)CCCC)CCC.C([N+](CCCC)(CCCC)CCCC)CCC.C([N+](CCCC)(CCCC)CCCC)CCC, predict the reaction product. (6) Given the reactants C[Si]([C:5]#[C:6][C:7]1[CH:8]=[CH:9][C:10]([C:13]2[CH:18]=[CH:17][C:16]([C:19]#[C:20][Si](C)(C)C)=[CH:15][N:14]=2)=[N:11][CH:12]=1)(C)C.[F-].[K+], predict the reaction product. The product is: [C:19]([C:16]1[CH:17]=[CH:18][C:13]([C:10]2[CH:9]=[CH:8][C:7]([C:6]#[CH:5])=[CH:12][N:11]=2)=[N:14][CH:15]=1)#[CH:20]. (7) Given the reactants [S:1]1[CH:5]=[C:4]2[C:6]([O:8][C:9](=[O:10])[C:3]2=[CH:2]1)=[O:7].[CH2:11]([NH2:23])[CH2:12][CH2:13][CH2:14][CH2:15][CH2:16][CH2:17][CH2:18][CH2:19][CH2:20][CH2:21][CH3:22], predict the reaction product. The product is: [CH2:11]([NH:23][C:6]([C:4]1[C:3]([C:9]([OH:8])=[O:10])=[CH:2][S:1][CH:5]=1)=[O:7])[CH2:12][CH2:13][CH2:14][CH2:15][CH2:16][CH2:17][CH2:18][CH2:19][CH2:20][CH2:21][CH3:22].